Dataset: Full USPTO retrosynthesis dataset with 1.9M reactions from patents (1976-2016). Task: Predict the reactants needed to synthesize the given product. (1) Given the product [CH:13]1([CH2:18][CH2:19][CH2:20][O:1][C:2]2[CH:7]=[CH:6][C:5]([CH2:8][C:9]#[N:10])=[CH:4][C:3]=2[O:11][CH3:12])[CH2:17][CH2:16][CH2:15][CH2:14]1, predict the reactants needed to synthesize it. The reactants are: [OH:1][C:2]1[CH:7]=[CH:6][C:5]([CH2:8][C:9]#[N:10])=[CH:4][C:3]=1[O:11][CH3:12].[CH:13]1([CH2:18][CH2:19][CH2:20]O)[CH2:17][CH2:16][CH2:15][CH2:14]1.C1(P(C2C=CC=CC=2)C2C=CC=CC=2)C=CC=CC=1.CC(OC(/N=N/C(OC(C)C)=O)=O)C. (2) The reactants are: CO[C:3]([C:5]1[N:6]=[CH:7][C:8]2[C:13]([C:14]=1[OH:15])=[CH:12][CH:11]=[C:10]([O:16][C:17]1[CH:22]=[CH:21][CH:20]=[CH:19][CH:18]=1)[CH:9]=2)=[O:4].[CH3:23][O-:24].[Na+].[CH3:26][OH:27].Cl. Given the product [CH3:23][O:24][C:26](=[O:27])[C:13]([CH3:8])([CH3:12])[CH2:14][CH2:5][NH:6][C:3]([C:5]1[N:6]=[CH:7][C:8]2[C:13]([C:14]=1[OH:15])=[CH:12][CH:11]=[C:10]([O:16][C:17]1[CH:18]=[CH:19][CH:20]=[CH:21][CH:22]=1)[CH:9]=2)=[O:4], predict the reactants needed to synthesize it. (3) Given the product [CH2:1]([N:3]1[C:7]2=[N:8][C:9]([CH2:21][O:22][CH3:23])=[C:10]([CH:19]=[O:20])[C:11]([C:12]3[CH:13]=[N:14][CH:15]=[C:16]([CH3:18])[CH:17]=3)=[C:6]2[CH:5]=[N:4]1)[CH3:2], predict the reactants needed to synthesize it. The reactants are: [CH2:1]([N:3]1[C:7]2=[N:8][C:9]([CH2:21][O:22][CH3:23])=[C:10]([CH2:19][OH:20])[C:11]([C:12]3[CH:13]=[N:14][CH:15]=[C:16]([CH3:18])[CH:17]=3)=[C:6]2[CH:5]=[N:4]1)[CH3:2].CCN(CC)CC. (4) Given the product [Cl:27][C:28]1[CH:3]=[CH:2][C:1]([CH2:4][N:5]2[C:10](=[O:11])[C:9]([CH2:12][O:13][S:14]([CH3:17])(=[O:16])=[O:15])=[CH:8][C:7]([C:18]3[CH:19]=[CH:20][C:21]4[O:25][CH2:24][CH2:23][C:22]=4[CH:26]=3)=[N:6]2)=[CH:30][CH:29]=1, predict the reactants needed to synthesize it. The reactants are: [CH:1]1([CH2:4][N:5]2[C:10](=[O:11])[C:9]([CH2:12][O:13][S:14]([CH3:17])(=[O:16])=[O:15])=[CH:8][C:7]([C:18]3[CH:19]=[CH:20][C:21]4[O:25][CH2:24][CH2:23][C:22]=4[CH:26]=3)=[N:6]2)[CH2:3][CH2:2]1.[Cl:27][C:28]1C=CC(CN2C(=O)C(CO)=CC(C3C=CC4OCCC=4C=3)=N2)=[CH:30][CH:29]=1.